From a dataset of TCR-epitope binding with 47,182 pairs between 192 epitopes and 23,139 TCRs. Binary Classification. Given a T-cell receptor sequence (or CDR3 region) and an epitope sequence, predict whether binding occurs between them. (1) The epitope is FPPTSFGPL. The TCR CDR3 sequence is CAISESASGINEQFF. Result: 1 (the TCR binds to the epitope). (2) The epitope is EIYKRWII. The TCR CDR3 sequence is CASSQSPTRLAGTPHNEQFF. Result: 1 (the TCR binds to the epitope). (3) The epitope is VLAWLYAAV. Result: 0 (the TCR does not bind to the epitope). The TCR CDR3 sequence is CASSQPEGGEETQYF. (4) The epitope is GTITVEELK. The TCR CDR3 sequence is CASRGDTFYEQYF. Result: 0 (the TCR does not bind to the epitope). (5) The epitope is RQLLFVVEV. The TCR CDR3 sequence is CASSSTPGQAYEQYF. Result: 1 (the TCR binds to the epitope). (6) The epitope is TPRVTGGGAM. The TCR CDR3 sequence is CARGWLQGSPKETQYF. Result: 0 (the TCR does not bind to the epitope). (7) The epitope is YFPLQSYGF. The TCR CDR3 sequence is CASSQDLPLGNTIYF. Result: 1 (the TCR binds to the epitope). (8) The epitope is SLVKPSFYV. The TCR CDR3 sequence is CASSLYGRGDQPQHF. Result: 0 (the TCR does not bind to the epitope). (9) The epitope is RTLNAWVKV. The TCR CDR3 sequence is CASSPTSLTQNYEQYF. Result: 0 (the TCR does not bind to the epitope). (10) The TCR CDR3 sequence is CASSLYYLTNSYNEQFF. The epitope is LLWNGPMAV. Result: 1 (the TCR binds to the epitope).